Dataset: Catalyst prediction with 721,799 reactions and 888 catalyst types from USPTO. Task: Predict which catalyst facilitates the given reaction. (1) Reactant: [CH3:1][C@@H:2]1[O:7][C:6]2[N:8]=[CH:9][C:10]([NH:12][C:13](=[O:19])[O:14][C:15]([CH3:18])([CH3:17])[CH3:16])=[CH:11][C:5]=2[N:4]([S:20]([C:23]2[CH:28]=[CH:27][CH:26]=[C:25]([CH:29]=[CH2:30])[CH:24]=2)(=[O:22])=[O:21])[CH2:3]1. Product: [CH2:29]([C:25]1[CH:24]=[C:23]([S:20]([N:4]2[CH2:3][C@H:2]([CH3:1])[O:7][C:6]3[N:8]=[CH:9][C:10]([NH:12][C:13](=[O:19])[O:14][C:15]([CH3:16])([CH3:18])[CH3:17])=[CH:11][C:5]2=3)(=[O:22])=[O:21])[CH:28]=[CH:27][CH:26]=1)[CH3:30]. The catalyst class is: 5. (2) Reactant: [NH2:1][C:2]1[CH:3]=[C:4]([C:12]#[N:13])[C:5]2[N:9]=[CH:8][NH:7][C:6]=2[C:10]=1[CH3:11].CS[C:16]1[N:17]([C:21]([O:23][CH3:24])=[O:22])[CH2:18][CH2:19][N:20]=1.[OH-].[Na+]. Product: [CH3:24][O:23][C:21]([N:17]1[CH2:18][CH2:19][NH:20][C:16]1=[N:1][C:2]1[CH:3]=[C:4]([C:12]#[N:13])[C:5]2[NH:9][CH:8]=[N:7][C:6]=2[C:10]=1[CH3:11])=[O:22]. The catalyst class is: 15.